From a dataset of Full USPTO retrosynthesis dataset with 1.9M reactions from patents (1976-2016). Predict the reactants needed to synthesize the given product. (1) Given the product [CH:22]1[CH:21]=[CH:20][C:19]([C@@H:25]2[N:26]([C:5]([O:9][C@@H:10]3[CH:15]4[CH2:14][CH2:13][N:12]([CH2:17][CH2:16]4)[CH2:11]3)=[O:18])[CH2:27][CH2:28][C:29]3[CH:30]=[CH:31][CH:32]=[CH:33][C:34]2=3)=[CH:24][CH:23]=1, predict the reactants needed to synthesize it. The reactants are: [O-]CC.[Na+].[C:5](=[O:18])([O:9][C@@H:10]1[CH:15]2[CH2:16][CH2:17][N:12]([CH2:13][CH2:14]2)[CH2:11]1)OCC.[C:19]1([C@H:25]2[C:34]3[C:29](=[CH:30][CH:31]=[CH:32][CH:33]=3)[CH2:28][CH2:27][NH:26]2)[CH:24]=[CH:23][CH:22]=[CH:21][CH:20]=1. (2) Given the product [F:2][C:3]1[CH:11]=[CH:10][CH:9]=[CH:8][C:4]=1[C:5]1[NH:7][CH:18]=[C:16]([CH2:15][OH:14])[N:6]=1, predict the reactants needed to synthesize it. The reactants are: Cl.[F:2][C:3]1[CH:11]=[CH:10][CH:9]=[CH:8][C:4]=1[C:5]([NH2:7])=[NH:6].[CH2:15]1[O:14][C:16](O)([CH2:18]O)[CH2:15][O:14][C:16]1(O)[CH2:18]O.[Cl-].[NH4+].N.